From a dataset of CYP3A4 inhibition data for predicting drug metabolism from PubChem BioAssay. Regression/Classification. Given a drug SMILES string, predict its absorption, distribution, metabolism, or excretion properties. Task type varies by dataset: regression for continuous measurements (e.g., permeability, clearance, half-life) or binary classification for categorical outcomes (e.g., BBB penetration, CYP inhibition). Dataset: cyp3a4_veith. (1) The compound is CC(C)N(CC[C@@](C(N)=O)(c1ccccc1)c1ccccn1)C(C)C. The result is 0 (non-inhibitor). (2) The compound is Cn1c(N)c(C(=O)CSc2ccc3c(c2)OCCO3)c(=O)n(C)c1=O. The result is 1 (inhibitor). (3) The compound is CC(C)N(CCNC(=O)C1CCN(S(=O)(=O)N2CCOCC2)CC1)Cc1ccccc1. The result is 0 (non-inhibitor).